Dataset: Full USPTO retrosynthesis dataset with 1.9M reactions from patents (1976-2016). Task: Predict the reactants needed to synthesize the given product. (1) Given the product [CH2:23]([N:8]([CH2:1][C:2]1[CH:7]=[CH:6][CH:5]=[CH:4][CH:3]=1)[C:9]1[CH:14]=[CH:13][C:12]([CH2:15][OH:16])=[C:11]([CH2:19][OH:20])[CH:10]=1)[C:24]1[CH:25]=[CH:26][CH:27]=[CH:28][CH:29]=1, predict the reactants needed to synthesize it. The reactants are: [CH2:1]([N:8]([CH2:23][C:24]1[CH:29]=[CH:28][CH:27]=[CH:26][CH:25]=1)[C:9]1[CH:10]=[C:11]([C:19](OC)=[O:20])[C:12]([C:15](OC)=[O:16])=[CH:13][CH:14]=1)[C:2]1[CH:7]=[CH:6][CH:5]=[CH:4][CH:3]=1.[H-].[Al+3].[Li+].[H-].[H-].[H-].[OH-].[Na+].O. (2) The reactants are: [C:1]([C:3]1[CH:4]=[C:5]([CH:9]=[CH:10][C:11]=1[O:12][CH2:13][CH:14]([CH3:16])[CH3:15])[C:6]([OH:8])=O)#[N:2].[CH3:17][O:18][C:19]1[CH:24]=[CH:23][CH:22]=[C:21]([NH2:25])[CH:20]=1.[ClH:26].CN(C)CCCN=C=NCC.[ClH:38]. Given the product [Cl:26][CH2:1][Cl:38].[C:1]([C:3]1[CH:4]=[C:5]([CH:9]=[CH:10][C:11]=1[O:12][CH2:13][CH:14]([CH3:16])[CH3:15])[C:6]([NH:25][C:21]1[CH:22]=[CH:23][CH:24]=[C:19]([O:18][CH3:17])[CH:20]=1)=[O:8])#[N:2], predict the reactants needed to synthesize it. (3) Given the product [F:15][C:16]1[CH:17]=[C:18]([C:2]2[CH:11]=[CH:10][C:9]3[C:4](=[C:5]([N+:12]([O-:14])=[O:13])[CH:6]=[CH:7][CH:8]=3)[N:3]=2)[CH:19]=[C:20]([C:22]([F:23])([F:24])[F:25])[CH:21]=1, predict the reactants needed to synthesize it. The reactants are: Cl[C:2]1[CH:11]=[CH:10][C:9]2[C:4](=[C:5]([N+:12]([O-:14])=[O:13])[CH:6]=[CH:7][CH:8]=2)[N:3]=1.[F:15][C:16]1[CH:17]=[C:18](B(O)O)[CH:19]=[C:20]([C:22]([F:25])([F:24])[F:23])[CH:21]=1.[O-]P([O-])([O-])=O.[K+].[K+].[K+].C(Cl)Cl. (4) Given the product [F:28][C:2]([F:1])([CH2:6][NH:7][C:8]1[N:13]=[C:12]([NH:14][C:15]2[N:20]=[CH:19][C:18]3[N:21]=[C:22]([CH3:27])[N:23]([CH:24]([CH3:25])[CH3:26])[C:17]=3[CH:16]=2)[CH:11]=[CH:10][N:9]=1)[C:3]([NH2:38])=[O:4], predict the reactants needed to synthesize it. The reactants are: [F:1][C:2]([F:28])([CH2:6][NH:7][C:8]1[N:13]=[C:12]([NH:14][C:15]2[N:20]=[CH:19][C:18]3[N:21]=[C:22]([CH3:27])[N:23]([CH:24]([CH3:26])[CH3:25])[C:17]=3[CH:16]=2)[CH:11]=[CH:10][N:9]=1)[C:3](O)=[O:4].[Cl-].[NH4+].F[P-](F)(F)(F)(F)F.[N:38]1(OC(N(C)C)=[N+](C)C)C2N=CC=CC=2N=N1.C(N(CC)C(C)C)(C)C. (5) Given the product [CH3:1][C:2]1[CH:3]=[C:4]([NH:21][C:23]2[O:24][C:25]3[CH:31]=[CH:30][CH:29]=[CH:28][C:26]=3[N:27]=2)[CH:5]=[CH:6][C:7]=1[O:8][C:9]1[C:14]([C:15]2[CH:20]=[CH:19][N:18]=[CH:17][N:16]=2)=[CH:13][CH:12]=[CH:11][N:10]=1, predict the reactants needed to synthesize it. The reactants are: [CH3:1][C:2]1[CH:3]=[C:4]([NH2:21])[CH:5]=[CH:6][C:7]=1[O:8][C:9]1[C:14]([C:15]2[CH:20]=[CH:19][N:18]=[CH:17][N:16]=2)=[CH:13][CH:12]=[CH:11][N:10]=1.Cl[C:23]1[O:24][C:25]2[CH:31]=[CH:30][CH:29]=[CH:28][C:26]=2[N:27]=1. (6) Given the product [CH3:14][C:13]1[O:12][C:11]([C:15]2[CH:28]=[CH:27][C:18]([O:19][CH2:20][C:21]3[CH:26]=[CH:25][CH:24]=[CH:23][N:22]=3)=[CH:17][CH:16]=2)=[N:10][C:9]=1[CH2:8][CH2:7][OH:6], predict the reactants needed to synthesize it. The reactants are: C([Si](C1C=CC=CC=1)(C1C=CC=CC=1)[O:6][CH2:7][CH2:8][C:9]1[N:10]=[C:11]([C:15]2[CH:28]=[CH:27][C:18]([O:19][CH2:20][C:21]3[CH:26]=[CH:25][CH:24]=[CH:23][N:22]=3)=[CH:17][CH:16]=2)[O:12][C:13]=1[CH3:14])(C)(C)C.CCCC[N+](CCCC)(CCCC)CCCC.[F-]. (7) The reactants are: [F:1][C:2]1[CH:7]=[CH:6][C:5]([C:8]2[N:15]3[C:11]([S:12][CH2:13][CH2:14]3)=[C:10](C(O)=O)[C:9]=2[C:19]2[CH:24]=[CH:23][N:22]=[CH:21][CH:20]=2)=[CH:4][CH:3]=1. Given the product [F:1][C:2]1[CH:3]=[CH:4][C:5]([C:8]2[N:15]3[C:11]([S:12][CH2:13][CH2:14]3)=[CH:10][C:9]=2[C:19]2[CH:24]=[CH:23][N:22]=[CH:21][CH:20]=2)=[CH:6][CH:7]=1, predict the reactants needed to synthesize it. (8) The reactants are: Br[C:2]1[C:7](=[O:8])[N:6]([CH2:9][C:10]2[CH:15]=[CH:14][C:13]([C:16]3[C:17]([C:22]#[N:23])=[CH:18][CH:19]=[CH:20][CH:21]=3)=[CH:12][C:11]=2[F:24])[C:5]([CH2:25][CH2:26][CH3:27])=[N:4][C:3]=1[CH2:28][CH3:29].[Si:30]([O:37][CH2:38][C:39]([CH3:51])([CH3:50])[O:40][C:41]1[CH:46]=[CH:45][C:44](B(O)O)=[CH:43][CH:42]=1)([C:33]([CH3:36])([CH3:35])[CH3:34])([CH3:32])[CH3:31].C(=O)([O-])[O-].[Cs+].[Cs+].O1CCOCC1. Given the product [Si:30]([O:37][CH2:38][C:39]([CH3:51])([CH3:50])[O:40][C:41]1[CH:42]=[CH:43][C:44]([C:2]2[C:7](=[O:8])[N:6]([CH2:9][C:10]3[CH:15]=[CH:14][C:13]([C:16]4[C:17]([C:22]#[N:23])=[CH:18][CH:19]=[CH:20][CH:21]=4)=[CH:12][C:11]=3[F:24])[C:5]([CH2:25][CH2:26][CH3:27])=[N:4][C:3]=2[CH2:28][CH3:29])=[CH:45][CH:46]=1)([C:33]([CH3:36])([CH3:35])[CH3:34])([CH3:32])[CH3:31], predict the reactants needed to synthesize it. (9) Given the product [N:10]1[C:11]2[C:6](=[CH:5][C:4]([NH2:1])=[CH:13][CH:12]=2)[N:7]=[CH:8][CH:9]=1, predict the reactants needed to synthesize it. The reactants are: [N+:1]([C:4]1[CH:5]=[C:6]2[C:11](=[CH:12][CH:13]=1)[N:10]=[CH:9][CH:8]=[N:7]2)([O-])=O.O.NN. (10) Given the product [CH:49]1([N:55]([CH3:56])[C:16]([C:11]2[CH:10]=[N:9][N:8]([C:5]3[CH:4]=[CH:3][C:2]([Cl:1])=[CH:7][CH:6]=3)[C:12]=2[CH2:13][CH2:14][CH3:15])=[O:18])[CH2:54][CH2:53][CH2:52][CH2:51][CH2:50]1, predict the reactants needed to synthesize it. The reactants are: [Cl:1][C:2]1[CH:7]=[CH:6][C:5]([N:8]2[C:12]([CH2:13][CH2:14][CH3:15])=[C:11]([C:16]([OH:18])=O)[CH:10]=[N:9]2)=[CH:4][CH:3]=1.C1C=CC2N(O)N=NC=2C=1.CCN=C=NCCCN(C)C.C(N(C(C)C)CC)(C)C.[CH:49]1([NH:55][CH3:56])[CH2:54][CH2:53][CH2:52][CH2:51][CH2:50]1.